This data is from NCI-60 drug combinations with 297,098 pairs across 59 cell lines. The task is: Regression. Given two drug SMILES strings and cell line genomic features, predict the synergy score measuring deviation from expected non-interaction effect. (1) Drug 1: CC12CCC(CC1=CCC3C2CCC4(C3CC=C4C5=CN=CC=C5)C)O. Drug 2: CC12CCC3C(C1CCC2O)C(CC4=C3C=CC(=C4)O)CCCCCCCCCS(=O)CCCC(C(F)(F)F)(F)F. Cell line: ACHN. Synergy scores: CSS=7.74, Synergy_ZIP=1.80, Synergy_Bliss=5.38, Synergy_Loewe=4.54, Synergy_HSA=5.64. (2) Drug 1: CC1=CC2C(CCC3(C2CCC3(C(=O)C)OC(=O)C)C)C4(C1=CC(=O)CC4)C. Cell line: NCIH23. Synergy scores: CSS=11.2, Synergy_ZIP=-0.392, Synergy_Bliss=2.59, Synergy_Loewe=-0.329, Synergy_HSA=0.0944. Drug 2: CS(=O)(=O)OCCCCOS(=O)(=O)C. (3) Drug 1: C1C(C(OC1N2C=C(C(=O)NC2=O)F)CO)O. Drug 2: C1C(C(OC1N2C=NC3=C2NC=NCC3O)CO)O. Cell line: KM12. Synergy scores: CSS=28.5, Synergy_ZIP=3.57, Synergy_Bliss=3.43, Synergy_Loewe=-18.6, Synergy_HSA=2.65. (4) Drug 1: C1CCN(CC1)CCOC2=CC=C(C=C2)C(=O)C3=C(SC4=C3C=CC(=C4)O)C5=CC=C(C=C5)O. Drug 2: N.N.Cl[Pt+2]Cl. Cell line: BT-549. Synergy scores: CSS=-6.63, Synergy_ZIP=1.84, Synergy_Bliss=-0.876, Synergy_Loewe=-4.74, Synergy_HSA=-4.13. (5) Drug 1: CNC(=O)C1=CC=CC=C1SC2=CC3=C(C=C2)C(=NN3)C=CC4=CC=CC=N4. Drug 2: CC1=C(N=C(N=C1N)C(CC(=O)N)NCC(C(=O)N)N)C(=O)NC(C(C2=CN=CN2)OC3C(C(C(C(O3)CO)O)O)OC4C(C(C(C(O4)CO)O)OC(=O)N)O)C(=O)NC(C)C(C(C)C(=O)NC(C(C)O)C(=O)NCCC5=NC(=CS5)C6=NC(=CS6)C(=O)NCCC[S+](C)C)O. Cell line: SK-MEL-28. Synergy scores: CSS=-2.95, Synergy_ZIP=1.49, Synergy_Bliss=-0.558, Synergy_Loewe=-4.49, Synergy_HSA=-3.96.